From a dataset of Peptide-MHC class I binding affinity with 185,985 pairs from IEDB/IMGT. Regression. Given a peptide amino acid sequence and an MHC pseudo amino acid sequence, predict their binding affinity value. This is MHC class I binding data. The peptide sequence is TERSASGGVY. The MHC is HLA-A24:02 with pseudo-sequence HLA-A24:02. The binding affinity (normalized) is 0.